From a dataset of Full USPTO retrosynthesis dataset with 1.9M reactions from patents (1976-2016). Predict the reactants needed to synthesize the given product. (1) The reactants are: [NH2:1][C:2]1[CH:11]=[CH:10][C:5]([C:6]([O:8][CH3:9])=[O:7])=[CH:4][C:3]=1[OH:12].Br[CH:14]([CH3:16])[CH3:15].C(=O)([O-])[O-].[Cs+].[Cs+].[OH-].[NH4+]. Given the product [NH2:1][C:2]1[CH:11]=[CH:10][C:5]([C:6]([O:8][CH3:9])=[O:7])=[CH:4][C:3]=1[O:12][CH:14]([CH3:16])[CH3:15], predict the reactants needed to synthesize it. (2) Given the product [Br:18][C:6]1[CH:7]=[C:8]([N+:9]([O-:11])=[O:10])[C:2]([F:1])=[CH:3][C:4]=1[NH2:5], predict the reactants needed to synthesize it. The reactants are: [F:1][C:2]1[CH:3]=[C:4]([CH:6]=[CH:7][C:8]=1[N+:9]([O-:11])=[O:10])[NH2:5].C(OCC)(=O)C.[Br:18]N1C(=O)CCC1=O. (3) Given the product [CH3:8][C:5]1[CH:6]=[CH:7][C:2]([NH:9][C:10]2[CH:31]=[CH:30][C:13]([O:14][C:15]3[C:16]([CH:21]4[CH2:26][CH2:25][N:24]([C:27](=[O:29])[CH3:28])[CH2:23][CH2:22]4)=[N:17][CH:18]=[CH:19][N:20]=3)=[CH:12][CH:11]=2)=[N:3][CH:4]=1, predict the reactants needed to synthesize it. The reactants are: Cl[C:2]1[CH:7]=[CH:6][C:5]([CH3:8])=[CH:4][N:3]=1.[NH2:9][C:10]1[CH:31]=[CH:30][C:13]([O:14][C:15]2[C:16]([CH:21]3[CH2:26][CH2:25][N:24]([C:27](=[O:29])[CH3:28])[CH2:23][CH2:22]3)=[N:17][CH:18]=[CH:19][N:20]=2)=[CH:12][CH:11]=1.C1(P(C2CCCCC2)C2C=CC=CC=2C2C=CC=CC=2C)CCCCC1.CC(C)([O-])C.[Na+].C1(C)C=CC=CC=1. (4) Given the product [CH3:23][N:20]1[C:11]2[N:12]=[C:13]([NH:24][CH2:25][CH2:26][CH2:27][N:28]3[CH2:29][CH2:30][N:31]([CH3:34])[CH2:32][CH2:33]3)[N:14]=[CH:15][C:10]=2[CH:9]=[C:8]([O:1][C:2]2[CH:7]=[CH:6][CH:5]=[CH:4][CH:3]=2)[C:21]1=[O:22], predict the reactants needed to synthesize it. The reactants are: [O:1]([C:8]1[C:21](=[O:22])[N:20]([CH3:23])[C:11]2[N:12]=[C:13](S(C)(=O)=O)[N:14]=[CH:15][C:10]=2[CH:9]=1)[C:2]1[CH:7]=[CH:6][CH:5]=[CH:4][CH:3]=1.[NH2:24][CH2:25][CH2:26][CH2:27][N:28]1[CH2:33][CH2:32][N:31]([CH3:34])[CH2:30][CH2:29]1.CO. (5) The reactants are: C(OC([NH:8][CH2:9][C:10]([NH:12][CH2:13][C:14]([NH:16][C:17]1[CH:50]=[CH:49][C:20]([CH2:21][NH:22][C:23]2[N:28]=[C:27]([O:29][CH2:30][C:31]([F:34])([F:33])[F:32])[N:26]=[C:25]([NH:35][C:36]3[CH:48]=[CH:47][C:39]([C:40]([O:42]C(C)(C)C)=[O:41])=[CH:38][CH:37]=3)[N:24]=2)=[CH:19][CH:18]=1)=[O:15])=[O:11])=O)(C)(C)C.Cl.O1CCOCC1. Given the product [NH2:8][CH2:9][C:10]([NH:12][CH2:13][C:14]([NH:16][C:17]1[CH:18]=[CH:19][C:20]([CH2:21][NH:22][C:23]2[N:28]=[C:27]([O:29][CH2:30][C:31]([F:34])([F:32])[F:33])[N:26]=[C:25]([NH:35][C:36]3[CH:37]=[CH:38][C:39]([C:40]([OH:42])=[O:41])=[CH:47][CH:48]=3)[N:24]=2)=[CH:49][CH:50]=1)=[O:15])=[O:11], predict the reactants needed to synthesize it. (6) Given the product [O:16]1[CH2:22][CH2:21][CH2:20][O:19][C:18]2[CH:23]=[C:24]([C:2]3[C:6]([C:7]4[CH:12]=[CH:11][CH:10]=[CH:9][N:8]=4)=[N:5][N:4]4[CH2:13][CH2:14][CH2:15][C:3]=34)[CH:25]=[CH:26][C:17]1=2, predict the reactants needed to synthesize it. The reactants are: Br[C:2]1[C:6]([C:7]2[CH:12]=[CH:11][CH:10]=[CH:9][N:8]=2)=[N:5][N:4]2[CH2:13][CH2:14][CH2:15][C:3]=12.[O:16]1[CH2:22][CH2:21][CH2:20][O:19][C:18]2[CH:23]=[C:24](B(O)O)[CH:25]=[CH:26][C:17]1=2.C(=O)([O-])[O-].[K+].[K+]. (7) Given the product [CH2:3]([NH:7][C:8]1[CH:17]=[CH:16][C:15]([F:18])=[CH:14][C:9]=1[C:10]([OH:12])=[O:11])[CH2:4][CH2:5][CH3:6], predict the reactants needed to synthesize it. The reactants are: [OH-].[Li+].[CH2:3]([NH:7][C:8]1[CH:17]=[CH:16][C:15]([F:18])=[CH:14][C:9]=1[C:10]([O:12]C)=[O:11])[CH2:4][CH2:5][CH3:6]. (8) Given the product [Br:1][C:2]1[CH:3]=[C:4]2[C:8](=[CH:9][C:10]=1[O:11][CH3:12])[C:7](=[O:13])/[C:6](=[CH:21]/[C:20]1[CH:23]=[CH:24][C:17]([S:16][C:15]([F:26])([F:14])[F:25])=[CH:18][CH:19]=1)/[CH2:5]2, predict the reactants needed to synthesize it. The reactants are: [Br:1][C:2]1[CH:3]=[C:4]2[C:8](=[CH:9][C:10]=1[O:11][CH3:12])[C:7](=[O:13])[CH2:6][CH2:5]2.[F:14][C:15]([F:26])([F:25])[S:16][C:17]1[CH:24]=[CH:23][C:20]([CH:21]=O)=[CH:19][CH:18]=1.CC1C=CC(S(O)(=O)=O)=CC=1. (9) Given the product [F:35][C:2]([F:1])([F:34])[C@@:3]([C:6]1[CH:11]=[CH:10][C:9]([N:12]2[CH2:17][CH2:16][N:15]([S:18]([C:21]3[S:22][CH:23]=[CH:24][CH:25]=3)(=[O:20])=[O:19])[CH2:14][C@H:13]2[CH2:26][C:27]2[CH:32]=[CH:31][CH:30]=[CH:29][C:28]=2[F:33])=[CH:8][CH:7]=1)([OH:5])[CH3:4], predict the reactants needed to synthesize it. The reactants are: [F:1][C:2]([F:35])([F:34])[C@@:3]([C:6]1[CH:11]=[CH:10][C:9]([N:12]2[CH2:17][CH2:16][N:15]([S:18]([C:21]3[S:22][CH:23]=[CH:24][CH:25]=3)(=[O:20])=[O:19])[CH2:14][C@@H:13]2[CH2:26][C:27]2[CH:32]=[CH:31][CH:30]=[CH:29][C:28]=2[F:33])=[CH:8][CH:7]=1)([OH:5])[CH3:4].FC(F)(F)[C@](C1C=CC(N2CCN(S(C3SC=CC=3)(=O)=O)C[C@H]2CC2C=CC=CC=2F)=CC=1)(O)C.FC(F)(F)[C@](C1C=CC(N2CCN(S(C3SC=CC=3)(=O)=O)C[C@@H]2CC2C=CC=CC=2F)=CC=1)(O)C.C1N=C(N)C2N=CN([C@@H]3O[C@H](COP(OP(OC[C@H]4O[C@@H](N5C=C(C(N)=O)CC=C5)[C@H](O)[C@@H]4O)(O)=O)(O)=O)[C@@H](O)[C@H]3OP(O)(O)=O)C=2N=1. (10) Given the product [C:8]([O:12][C:13]([N:15]1[CH2:19][C@@H:18]([O:20][C:21]2[CH:30]=[CH:29][C:28]3[C:23](=[CH:24][CH:25]=[CH:26][CH:27]=3)[CH:22]=2)[CH2:17][C@H:16]1[CH2:31][OH:32])=[O:14])([CH3:11])([CH3:10])[CH3:9], predict the reactants needed to synthesize it. The reactants are: FC(F)(F)C(O)=O.[C:8]([O:12][C:13]([N:15]1[CH2:19][C@@H:18]([O:20][C:21]2[CH:30]=[CH:29][C:28]3[C:23](=[CH:24][CH:25]=[CH:26][CH:27]=3)[CH:22]=2)[CH2:17][C@H:16]1[CH2:31][O:32]C1C=CC(C(OC)=O)=CC=1)=[O:14])([CH3:11])([CH3:10])[CH3:9].